Task: Predict the product of the given reaction.. Dataset: Forward reaction prediction with 1.9M reactions from USPTO patents (1976-2016) (1) Given the reactants C[O:2][C:3]([C:5]1[CH:6]=[C:7]2[C:12](=[CH:13][CH:14]=1)[N:11]=[C:10]([C:15]1[C:20]([C:21]3[CH:26]=[CH:25][C:24]([Cl:27])=[CH:23][CH:22]=3)=[CH:19][CH:18]=[C:17]([C:28]([N:30]3[CH2:34][CH2:33][CH2:32][CH2:31]3)=[O:29])[CH:16]=1)[CH:9]=[CH:8]2)=[O:4].[OH-].[Na+], predict the reaction product. The product is: [Cl:27][C:24]1[CH:23]=[CH:22][C:21]([C:20]2[C:15]([C:10]3[CH:9]=[CH:8][C:7]4[C:12](=[CH:13][CH:14]=[C:5]([C:3]([OH:4])=[O:2])[CH:6]=4)[N:11]=3)=[CH:16][C:17]([C:28]([N:30]3[CH2:31][CH2:32][CH2:33][CH2:34]3)=[O:29])=[CH:18][CH:19]=2)=[CH:26][CH:25]=1. (2) Given the reactants [Cl:1][C:2]1[C:7]([Cl:8])=[CH:6][N:5]=[C:4]([NH:9]C(=O)C(C)(C)C)[CH:3]=1.Cl.[OH-].[Na+], predict the reaction product. The product is: [NH2:9][C:4]1[CH:3]=[C:2]([Cl:1])[C:7]([Cl:8])=[CH:6][N:5]=1.